Dataset: Forward reaction prediction with 1.9M reactions from USPTO patents (1976-2016). Task: Predict the product of the given reaction. (1) Given the reactants [CH3:1][O:2][CH2:3][CH2:4][CH2:5][CH2:6][Mg]Cl.CON(C)[C:12]([C@@H:14]1[O:19][CH2:18][CH2:17][N:16]([C:20]([O:22][C:23]([CH3:26])([CH3:25])[CH3:24])=[O:21])[CH2:15]1)=[O:13], predict the reaction product. The product is: [CH3:1][O:2][CH2:3][CH2:4][CH2:5][CH2:6][C:12]([C@@H:14]1[O:19][CH2:18][CH2:17][N:16]([C:20]([O:22][C:23]([CH3:26])([CH3:25])[CH3:24])=[O:21])[CH2:15]1)=[O:13]. (2) Given the reactants [CH3:1][Mg]Cl.[F:4][C:5]1[C:10]([O:11][CH3:12])=[C:9]([O:13][CH3:14])[CH:8]=[CH:7][C:6]=1[C:15](=[O:17])[CH3:16].[NH4+].[Cl-], predict the reaction product. The product is: [F:4][C:5]1[C:10]([O:11][CH3:12])=[C:9]([O:13][CH3:14])[CH:8]=[CH:7][C:6]=1[C:15]([OH:17])([CH3:1])[CH3:16]. (3) Given the reactants [CH3:1][S:2]([NH2:5])(=[O:4])=[O:3].[H-].[Na+].Cl[CH2:9][CH2:10][C:11]([C:13]1[CH:18]=[CH:17][CH:16]=[CH:15][CH:14]=1)=[O:12].O, predict the reaction product. The product is: [CH3:1][S:2]([NH:5][CH2:9][CH2:10][C:11]([C:13]1[CH:18]=[CH:17][CH:16]=[CH:15][CH:14]=1)=[O:12])(=[O:4])=[O:3]. (4) Given the reactants [CH:1]1(B(O)O)[CH2:3][CH2:2]1.[Br:7][C:8]1[CH:13]=[CH:12][C:11]([C:14]([F:17])([F:16])[F:15])=[CH:10][C:9]=1I.P([O-])([O-])([O-])=O.[K+].[K+].[K+], predict the reaction product. The product is: [Br:7][C:8]1[CH:13]=[CH:12][C:11]([C:14]([F:17])([F:16])[F:15])=[CH:10][C:9]=1[CH:1]1[CH2:3][CH2:2]1. (5) Given the reactants [OH-].[Na+].[O:3]=[C:4]1[C:12]2[C:7](=[CH:8][C:9](/[CH:13]=[CH:14]/[C:15]([O:17]CC)=[O:16])=[CH:10][CH:11]=2)[CH2:6][CH2:5]1.Cl, predict the reaction product. The product is: [O:3]=[C:4]1[C:12]2[C:7](=[CH:8][C:9](/[CH:13]=[CH:14]/[C:15]([OH:17])=[O:16])=[CH:10][CH:11]=2)[CH2:6][CH2:5]1. (6) Given the reactants [NH2:1][C:2]1[C:3]([N+:11]([O-:13])=[O:12])=[N:4][CH:5]=[C:6]([CH:10]=1)[C:7]([OH:9])=[O:8].S(=O)(=O)(O)O.[CH3:19]O, predict the reaction product. The product is: [NH2:1][C:2]1[C:3]([N+:11]([O-:13])=[O:12])=[N:4][CH:5]=[C:6]([CH:10]=1)[C:7]([O:9][CH3:19])=[O:8]. (7) Given the reactants [NH:1]1[C:5]2=[N:6][CH:7]=[C:8]([NH2:10])[CH:9]=[C:4]2[CH:3]=[CH:2]1.[Cl:11][C:12]1[C:20]([NH:21][S:22]([CH2:25][CH2:26][CH3:27])(=[O:24])=[O:23])=[CH:19][CH:18]=[C:17]([F:28])[C:13]=1[C:14](O)=[O:15].Cl.CN(C)CCCN=C=NCC.ON1C2C=CC=CC=2N=N1, predict the reaction product. The product is: [Cl:11][C:12]1[C:20]([NH:21][S:22]([CH2:25][CH2:26][CH3:27])(=[O:23])=[O:24])=[CH:19][CH:18]=[C:17]([F:28])[C:13]=1[C:14]([NH:10][C:8]1[CH:9]=[C:4]2[CH:3]=[CH:2][NH:1][C:5]2=[N:6][CH:7]=1)=[O:15].